Dataset: Reaction yield outcomes from USPTO patents with 853,638 reactions. Task: Predict the reaction yield, written as a fraction of the theoretical maximum amount of product (1.0 means a 100% yield; for example, 0.34 means a 34% yield). (1) The reactants are [CH3:1][S:2]([C:5]1[CH:20]=[CH:19][C:8]([O:9][C:10]2[CH:15]=[CH:14][C:13]([N+:16]([O-])=O)=[CH:12][CH:11]=2)=[CH:7][CH:6]=1)(=[O:4])=[O:3]. The catalyst is CO.C(OCC)(=O)C.[Pd]. The product is [CH3:1][S:2]([C:5]1[CH:20]=[CH:19][C:8]([O:9][C:10]2[CH:15]=[CH:14][C:13]([NH2:16])=[CH:12][CH:11]=2)=[CH:7][CH:6]=1)(=[O:3])=[O:4]. The yield is 1.00. (2) The product is [NH2:28][C:9]1[C:8]([C:4]2[CH:3]=[C:2]([NH:1][C:39](=[O:40])/[CH:38]=[CH:37]/[CH2:36][N:32]3[CH2:33][CH2:34][CH2:35][C:30]([F:29])([F:42])[CH2:31]3)[CH:7]=[CH:6][CH:5]=2)=[C:13]([O:14][C:15]2[CH:20]=[CH:19][C:18]([O:21][C:22]3[CH:27]=[CH:26][CH:25]=[CH:24][CH:23]=3)=[CH:17][CH:16]=2)[N:12]=[CH:11][N:10]=1. The yield is 0.480. No catalyst specified. The reactants are [NH2:1][C:2]1[CH:3]=[C:4]([C:8]2[C:9]([NH2:28])=[N:10][CH:11]=[N:12][C:13]=2[O:14][C:15]2[CH:20]=[CH:19][C:18]([O:21][C:22]3[CH:27]=[CH:26][CH:25]=[CH:24][CH:23]=3)=[CH:17][CH:16]=2)[CH:5]=[CH:6][CH:7]=1.[F:29][C:30]1([F:42])[CH2:35][CH2:34][CH2:33][N:32]([CH2:36]/[CH:37]=[CH:38]/[C:39](O)=[O:40])[CH2:31]1. (3) The reactants are Cl[C:2]1[N:7]=[C:6]([CH3:8])[CH:5]=[C:4]([CH3:9])[N:3]=1.[NH2:10][CH:11]1[CH2:16][CH2:15][N:14]([C:17]([O:19][C:20]([CH3:23])([CH3:22])[CH3:21])=[O:18])[CH2:13][CH2:12]1.CC(C)([O-])C.[Na+].C1(P(C2CCCCC2)C2C=CC=CC=2C2C=CC=CC=2)CCCCC1. The catalyst is O1CCOCC1.C(OCC)(=O)C.C([O-])(=O)C.[Pd+2].C([O-])(=O)C. The product is [C:20]([O:19][C:17]([N:14]1[CH2:15][CH2:16][CH:11]([NH:10][C:2]2[N:7]=[C:6]([CH3:8])[CH:5]=[C:4]([CH3:9])[N:3]=2)[CH2:12][CH2:13]1)=[O:18])([CH3:23])([CH3:21])[CH3:22]. The yield is 0.510. (4) The reactants are [C:1]1([CH:7]([C:29]2[CH:34]=[CH:33][CH:32]=[CH:31][CH:30]=2)[N:8]2[C:16]3[C:11](=[CH:12][CH:13]=[CH:14][CH:15]=3)[C:10](O)([C:17]3[CH:22]=[C:21]([CH3:23])[C:20]([O:24][CH3:25])=[CH:19][C:18]=3[OH:26])[C:9]2=[O:28])[CH:6]=[CH:5][CH:4]=[CH:3][CH:2]=1.C([SiH](CC)CC)C.FC(F)(F)C(O)=O. No catalyst specified. The product is [C:29]1([CH:7]([C:1]2[CH:6]=[CH:5][CH:4]=[CH:3][CH:2]=2)[N:8]2[C:16]3[C:11](=[CH:12][CH:13]=[CH:14][CH:15]=3)[CH:10]([C:17]3[CH:22]=[C:21]([CH3:23])[C:20]([O:24][CH3:25])=[CH:19][C:18]=3[OH:26])[C:9]2=[O:28])[CH:30]=[CH:31][CH:32]=[CH:33][CH:34]=1. The yield is 0.740. (5) The reactants are [F:1][C:2]1[C:7]2[NH:8][CH:9]=[N:10][C:6]=2[CH:5]=[C:4]([C:11]([OH:13])=O)[C:3]=1[NH:14][C:15]1[CH:20]=[CH:19][C:18]([Br:21])=[CH:17][C:16]=1[CH3:22].CCN(C(C)C)C(C)C.C1CN([P+](ON2N=NC3C=[CH:53][CH:54]=[CH:55][C:50]2=3)(N2CCCC2)N2CCCC2)CC1.F[P-](F)(F)(F)(F)F.Cl.C1([N:69](C)[OH:70])CC1. The catalyst is C1COCC1.C(Cl)Cl. The product is [CH:54]1([CH2:53][O:70][NH:69][C:11]([C:4]2[C:3]([NH:14][C:15]3[CH:20]=[CH:19][C:18]([Br:21])=[CH:17][C:16]=3[CH3:22])=[C:2]([F:1])[C:7]3[NH:8][CH:9]=[N:10][C:6]=3[CH:5]=2)=[O:13])[CH2:55][CH2:50]1. The yield is 0.450. (6) The reactants are [CH:1]1([C:4]2[C:5]([N:24]([C:29]3[CH:34]=[CH:33][C:32]([B:35]4[O:39]C(C)(C)C(C)(C)[O:36]4)=[CH:31][C:30]=3[F:44])[S:25]([CH3:28])(=[O:27])=[O:26])=[CH:6][C:7]3[O:11][C:10]([C:12]4[CH:17]=[CH:16][C:15]([F:18])=[CH:14][CH:13]=4)=[C:9]([C:19]([NH:21][CH3:22])=[O:20])[C:8]=3[CH:23]=2)[CH2:3][CH2:2]1.C1(B(O)O)C=CC=CC=1.Cl. The catalyst is O1CCCC1. The product is [CH:1]1([C:4]2[C:5]([N:24]([C:29]3[CH:34]=[CH:33][C:32]([B:35]([OH:39])[OH:36])=[CH:31][C:30]=3[F:44])[S:25]([CH3:28])(=[O:27])=[O:26])=[CH:6][C:7]3[O:11][C:10]([C:12]4[CH:17]=[CH:16][C:15]([F:18])=[CH:14][CH:13]=4)=[C:9]([C:19](=[O:20])[NH:21][CH3:22])[C:8]=3[CH:23]=2)[CH2:3][CH2:2]1. The yield is 0.350. (7) The reactants are [C:1]([Cl:6])(=O)[C:2](Cl)=[O:3].[OH:7][C:8]12[C:26]3[C:21](=[CH:22][CH:23]=[CH:24][CH:25]=3)C(=O)C1(O)[C:10]1[C:15]([O:16]2)=[CH:14][C:13]([CH:17]([CH3:19])[CH3:18])=[CH:12][CH:11]=1. The catalyst is CN(C)C=O.C(Cl)Cl. The product is [Cl:6][C:1]12[C:2](=[O:3])[C:21]3[C:26](=[CH:25][CH:24]=[CH:23][CH:22]=3)[C:8]1([OH:7])[O:16][C:15]1[C:10]2=[CH:11][CH:12]=[C:13]([CH:17]([CH3:19])[CH3:18])[CH:14]=1. The yield is 1.09. (8) The product is [S:27](=[O:29])(=[O:28])([O:1][CH:2]([CH2:15][CH:16]([CH3:18])[CH3:17])[CH2:3][N:4]1[C:5](=[O:14])[C:6]2[C:11](=[CH:10][CH:9]=[CH:8][CH:7]=2)[C:12]1=[O:13])[NH2:30]. The yield is 0.510. The reactants are [OH:1][CH:2]([CH2:15][CH:16]([CH3:18])[CH3:17])[CH2:3][N:4]1[C:12](=[O:13])[C:11]2[C:6](=[CH:7][CH:8]=[CH:9][CH:10]=2)[C:5]1=[O:14].CCN(CC)CC.Cl[S:27]([N:30]=C=O)(=[O:29])=[O:28].C(O)=O. The catalyst is C(Cl)Cl.